Dataset: Full USPTO retrosynthesis dataset with 1.9M reactions from patents (1976-2016). Task: Predict the reactants needed to synthesize the given product. (1) Given the product [F:14][C:11]1[CH:10]=[CH:9][C:8]([C:6]2[N:7]=[C:2]([NH:37][C:36]3[CH:35]=[CH:34][C:33]([N:30]4[CH2:31][CH2:32][O:27][CH2:28][CH2:29]4)=[CH:39][CH:38]=3)[C:3]3[NH:17][N:16]=[CH:15][C:4]=3[N:5]=2)=[CH:13][CH:12]=1, predict the reactants needed to synthesize it. The reactants are: Cl[C:2]1[C:3]2[C:4](=[CH:15][N:16](CC3C=CC(OC)=CC=3)[N:17]=2)[N:5]=[C:6]([C:8]2[CH:13]=[CH:12][C:11]([F:14])=[CH:10][CH:9]=2)[N:7]=1.[O:27]1[CH2:32][CH2:31][N:30]([C:33]2[CH:39]=[CH:38][C:36]([NH2:37])=[CH:35][CH:34]=2)[CH2:29][CH2:28]1.Cl. (2) The reactants are: [CH:1]1([C:7]([C:9]2[O:10][C:11]3[CH:18]=[CH:17][CH:16]=[C:15]([F:19])[C:12]=3[C:13]=2[CH3:14])=[O:8])[CH2:6][CH2:5][CH2:4][CH2:3][CH2:2]1.[BH4-].[Na+]. Given the product [CH:1]1([CH:7]([C:9]2[O:10][C:11]3[CH:18]=[CH:17][CH:16]=[C:15]([F:19])[C:12]=3[C:13]=2[CH3:14])[OH:8])[CH2:2][CH2:3][CH2:4][CH2:5][CH2:6]1, predict the reactants needed to synthesize it. (3) Given the product [C:1]([O:5][C:6](=[O:25])[N:7]([CH2:9][C:10]1[CH:14]=[C:13]([C:33]2[CH:32]=[CH:31][N:30]=[CH:29][C:28]=2[F:27])[N:12]([S:16]([C:19]2[CH:20]=[N:21][CH:22]=[CH:23][CH:24]=2)(=[O:18])=[O:17])[CH:11]=1)[CH3:8])([CH3:4])([CH3:3])[CH3:2], predict the reactants needed to synthesize it. The reactants are: [C:1]([O:5][C:6](=[O:25])[N:7]([CH2:9][C:10]1[CH:14]=[C:13](Br)[N:12]([S:16]([C:19]2[CH:20]=[N:21][CH:22]=[CH:23][CH:24]=2)(=[O:18])=[O:17])[CH:11]=1)[CH3:8])([CH3:4])([CH3:3])[CH3:2].O.[F:27][C:28]1[CH:29]=[N:30][CH:31]=[CH:32][C:33]=1B(O)O.C(=O)([O-])O.[Na+].COCCOC. (4) Given the product [ClH:19].[F:18][C:16]1([F:17])[C@@H:9]2[C@H:10]([O:11][CH2:12][CH2:13][NH:8]2)[CH2:14][CH2:15]1, predict the reactants needed to synthesize it. The reactants are: C([N:8]1[CH2:13][CH2:12][O:11][C@@H:10]2[CH2:14][CH2:15][C:16]([F:18])([F:17])[C@@H:9]12)C1C=CC=CC=1.[ClH:19]. (5) Given the product [N:1]1[CH:2]=[CH:3][N:4]2[CH:9]=[C:8]([CH2:10][C:11]3[N:15]4[N:16]=[C:17]([N:28]5[CH2:29][CH2:30][C@@H:26]([N:25]([CH3:31])[CH3:24])[CH2:27]5)[CH:18]=[CH:19][C:14]4=[N:13][CH:12]=3)[CH:7]=[CH:6][C:5]=12, predict the reactants needed to synthesize it. The reactants are: [N:1]1[CH:2]=[CH:3][N:4]2[CH:9]=[C:8]([CH2:10][C:11]3[N:15]4[N:16]=[C:17](NCCO)[CH:18]=[CH:19][C:14]4=[N:13][CH:12]=3)[CH:7]=[CH:6][C:5]=12.[CH3:24][N:25]([CH3:31])[C@@H:26]1[CH2:30][CH2:29][NH:28][CH2:27]1. (6) Given the product [Cl:1][C:2]1[CH:3]=[N:4][C:5]2[C:10]([CH:11]=1)=[CH:9][C:8]([CH2:12][Cl:20])=[CH:7][C:6]=2[S:14]([CH3:17])(=[O:16])=[O:15], predict the reactants needed to synthesize it. The reactants are: [Cl:1][C:2]1[CH:3]=[N:4][C:5]2[C:10]([CH:11]=1)=[CH:9][C:8]([CH2:12]O)=[CH:7][C:6]=2[S:14]([CH3:17])(=[O:16])=[O:15].O=S(Cl)[Cl:20]. (7) Given the product [CH3:23][O:24][C:15]([C:9]1[C:8]2[N:7]([N:6]=[C:5]([CH:4]([F:3])[F:20])[CH:19]=2)[C:12]([O:13][CH3:14])=[CH:11][CH:10]=1)=[O:18], predict the reactants needed to synthesize it. The reactants are: [H-].[Na+].[F:3][CH:4]([F:20])[C:5]1[CH:19]=[C:8]2[C:9]([C:15](=[O:18])CC)=[CH:10][CH:11]=[C:12]([O:13][CH3:14])[N:7]2[N:6]=1.[Cl-].[NH4+].[C:23](=O)(OC)[O:24]C. (8) Given the product [Si:1]([O:8][CH2:9][CH2:10][C@H:11]([NH:18][C:19]1[O:20][C:21]([CH3:35])([CH3:34])[CH:22]([C:27]2[CH:28]=[CH:29][C:30]([O:33][S:45]([C:44]([F:57])([F:56])[F:43])(=[O:47])=[O:46])=[CH:31][CH:32]=2)[S:23](=[O:26])(=[O:25])[N:24]=1)[C:12]1[CH:13]=[CH:14][CH:15]=[CH:16][CH:17]=1)([C:4]([CH3:7])([CH3:5])[CH3:6])([CH3:3])[CH3:2], predict the reactants needed to synthesize it. The reactants are: [Si:1]([O:8][CH2:9][CH2:10][C@H:11]([NH:18][C:19]1[O:20][C:21]([CH3:35])([CH3:34])[CH:22]([C:27]2[CH:32]=[CH:31][C:30]([OH:33])=[CH:29][CH:28]=2)[S:23](=[O:26])(=[O:25])[N:24]=1)[C:12]1[CH:17]=[CH:16][CH:15]=[CH:14][CH:13]=1)([C:4]([CH3:7])([CH3:6])[CH3:5])([CH3:3])[CH3:2].C(N(CC)CC)C.[F:43][C:44]([F:57])([F:56])[S:45](O[S:45]([C:44]([F:57])([F:56])[F:43])(=[O:47])=[O:46])(=[O:47])=[O:46].O. (9) The reactants are: [Cl:1][C:2]1[CH:7]=[CH:6][C:5]([OH:8])=[CH:4][C:3]=1[C:9]1[N:13]2[CH:14]=[CH:15][CH:16]=[C:17]([C:18]#[N:19])[C:12]2=[N:11][C:10]=1[CH:20]([CH3:22])[CH3:21].Br[C:24]1[CH:29]=[CH:28][CH:27]=[C:26]([S:30]([CH2:33][CH3:34])(=[O:32])=[O:31])[CH:25]=1. Given the product [Cl:1][C:2]1[CH:7]=[CH:6][C:5]([O:8][C:28]2[CH:29]=[CH:24][CH:25]=[C:26]([S:30]([CH2:33][CH3:34])(=[O:31])=[O:32])[CH:27]=2)=[CH:4][C:3]=1[C:9]1[N:13]2[CH:14]=[CH:15][CH:16]=[C:17]([C:18]#[N:19])[C:12]2=[N:11][C:10]=1[CH:20]([CH3:22])[CH3:21], predict the reactants needed to synthesize it. (10) Given the product [O:44]=[C:43]1[O:10][CH2:11][CH2:13][N:41]([CH2:40][C:37]2[C:38]([F:39])=[C:26]([F:25])[C:27]([NH:45][C:46]3[CH:51]=[CH:50][C:49]([I:52])=[CH:48][C:47]=3[F:53])=[C:28]([CH:36]=2)[C:29]([NH:31][O:32][CH2:33][CH2:34][OH:35])=[O:30])[C:42]1=[O:54], predict the reactants needed to synthesize it. The reactants are: C1C=C2N=NN([O:10][C:11]([C:13](ON3N=NC4C3=CC=CC=4)=O)=O)C2=CC=1.[F:25][C:26]1[C:27]([NH:45][C:46]2[CH:51]=[CH:50][C:49]([I:52])=[CH:48][C:47]=2[F:53])=[C:28]([CH:36]=[C:37]([CH2:40][NH:41][CH2:42][CH2:43][OH:44])[C:38]=1[F:39])[C:29]([NH:31][O:32][CH2:33][CH2:34][OH:35])=[O:30].[OH2:54].Cl.